Predict the reactants needed to synthesize the given product. From a dataset of Full USPTO retrosynthesis dataset with 1.9M reactions from patents (1976-2016). The reactants are: [NH2:1][C:2]1[CH:3]=[C:4]2[C:8](=[CH:9][C:10]=1[N+:11]([O-])=O)[CH2:7][C:6]1([C:17](=[O:18])[NH:16][C:15](=[O:19])[N:14]1[CH3:20])[CH2:5]2. Given the product [NH2:1][C:2]1[CH:3]=[C:4]2[C:8](=[CH:9][C:10]=1[NH2:11])[CH2:7][C:6]1([C:17](=[O:18])[NH:16][C:15](=[O:19])[N:14]1[CH3:20])[CH2:5]2, predict the reactants needed to synthesize it.